This data is from Forward reaction prediction with 1.9M reactions from USPTO patents (1976-2016). The task is: Predict the product of the given reaction. (1) Given the reactants C(OC([N:8]1[CH2:13][CH2:12][C@@H:11]([NH:14][C:15]2[CH:20]=[CH:19][CH:18]=[C:17]([NH:21][C:22](=[O:31])[C:23]3[CH:28]=[CH:27][C:26]([F:29])=[CH:25][C:24]=3[Cl:30])[CH:16]=2)[CH2:10][C@H:9]1[CH3:32])=O)(C)(C)C.C1(C)C=CC(S(Cl)(=O)=O)=CC=1.[Cl-].[NH4+], predict the reaction product. The product is: [ClH:30].[Cl:30][C:24]1[CH:25]=[C:26]([F:29])[CH:27]=[CH:28][C:23]=1[C:22]([NH:21][C:17]1[CH:18]=[CH:19][CH:20]=[C:15]([NH:14][C@@H:11]2[CH2:12][CH2:13][NH:8][C@H:9]([CH3:32])[CH2:10]2)[CH:16]=1)=[O:31]. (2) Given the reactants [CH2:1]([O:3][C:4]1[CH:32]=[CH:31][C:7]([C:8]([C:10]2[N:14]([CH2:15][CH2:16][CH:17]([CH3:19])[CH3:18])[C:13]3[CH:20]=[CH:21][C:22]([C:24]([N:26]([CH2:29][CH3:30])[CH2:27][CH3:28])=[O:25])=[CH:23][C:12]=3[N:11]=2)=[O:9])=[CH:6][CH:5]=1)[CH3:2].[BH4-].[Na+], predict the reaction product. The product is: [CH2:1]([O:3][C:4]1[CH:32]=[CH:31][C:7]([CH:8]([OH:9])[C:10]2[N:14]([CH2:15][CH2:16][CH:17]([CH3:19])[CH3:18])[C:13]3[CH:20]=[CH:21][C:22]([C:24]([N:26]([CH2:29][CH3:30])[CH2:27][CH3:28])=[O:25])=[CH:23][C:12]=3[N:11]=2)=[CH:6][CH:5]=1)[CH3:2].